Predict the product of the given reaction. From a dataset of Forward reaction prediction with 1.9M reactions from USPTO patents (1976-2016). (1) The product is: [CH2:1]([O:4][C:5](=[O:26])[C@@H:6]([NH:25][C:32](=[O:33])[C:31]1[C:30]([F:38])=[CH:29][C:28]([Br:27])=[CH:36][C:35]=1[F:37])[CH2:7][C:8]1[CH:9]=[CH:10][C:11]([C:14]2[C:15](=[O:24])[N:16]([CH3:23])[C:17](=[O:22])[N:18]([CH3:21])[C:19]=2[CH3:20])=[CH:12][CH:13]=1)[CH2:2][CH3:3]. Given the reactants [CH2:1]([O:4][C:5](=[O:26])[C@@H:6]([NH2:25])[CH2:7][C:8]1[CH:13]=[CH:12][C:11]([C:14]2[C:15](=[O:24])[N:16]([CH3:23])[C:17](=[O:22])[N:18]([CH3:21])[C:19]=2[CH3:20])=[CH:10][CH:9]=1)[CH2:2][CH3:3].[Br:27][C:28]1[CH:36]=[C:35]([F:37])[C:31]([C:32](O)=[O:33])=[C:30]([F:38])[CH:29]=1.CN(C(ON1N=NC2C=CC=CC1=2)=[N+](C)C)C.F[P-](F)(F)(F)(F)F.C(N(C(C)C)CC)(C)C, predict the reaction product. (2) Given the reactants [C:1]([CH2:8][N:9]1[CH2:22][CH2:21][CH2:20][NH:19][CH2:18][CH2:17][N:16]([CH2:23][C:24]([O:26][C:27]([CH3:30])([CH3:29])[CH3:28])=[O:25])[CH2:15][CH2:14][CH2:13][NH:12][CH2:11][CH2:10]1)([O:3][C:4]([CH3:7])([CH3:6])[CH3:5])=[O:2].[N+:31]([C:34]1[CH:42]=[CH:41][C:37]([CH2:38][CH2:39]Br)=[CH:36][CH:35]=1)([O-:33])=[O:32].C([O-])([O-])=O.[K+].[K+], predict the reaction product. The product is: [C:24]([CH2:23][N:16]1[CH2:15][CH2:14][CH2:13][NH:12][CH2:11][CH2:10][N:9]([CH2:8][C:1]([O:3][C:4]([CH3:6])([CH3:5])[CH3:7])=[O:2])[CH2:22][CH2:21][CH2:20][N:19]([CH2:39][CH2:38][C:37]2[CH:36]=[CH:35][C:34]([N+:31]([O-:33])=[O:32])=[CH:42][CH:41]=2)[CH2:18][CH2:17]1)([O:26][C:27]([CH3:30])([CH3:29])[CH3:28])=[O:25]. (3) Given the reactants [N+:1]([C:4]1[C:9]([OH:10])=[CH:8][CH:7]=[CH:6][C:5]=1[OH:11])([O-])=O.C([O-])=O.[NH4+], predict the reaction product. The product is: [NH2:1][C:4]1[C:9]([OH:10])=[CH:8][CH:7]=[CH:6][C:5]=1[OH:11]. (4) Given the reactants O[C:2]1([C:20]([F:23])([F:22])[F:21])[CH2:7][C:6](O)([C:8]([F:11])([F:10])[F:9])[NH:5][C:4]([CH2:13][CH2:14][C:15]([O:17][CH2:18][CH3:19])=[O:16])=[N:3]1.C1(C)C=CC(S(O)(=O)=O)=CC=1.C(=O)([O-])[O-].[Na+].[Na+], predict the reaction product. The product is: [F:11][C:8]([F:9])([F:10])[C:6]1[CH:7]=[C:2]([C:20]([F:23])([F:21])[F:22])[N:3]=[C:4]([CH2:13][CH2:14][C:15]([O:17][CH2:18][CH3:19])=[O:16])[N:5]=1. (5) Given the reactants [CH3:1][N:2]([CH2:4][CH2:5][OH:6])[CH3:3].ClC(Cl)(OC(=O)OC(Cl)(Cl)Cl)Cl.[C:19](=[O:22])(O)[O-].[Na+].C(=O)([O-])[O-].[K+].[K+].[NH2:30][CH2:31][CH2:32][CH2:33][O:34][C:35]1[CH:40]=[CH:39][C:38]([Cl:41])=[CH:37][C:36]=1[NH:42][C:43]([NH:45][C:46]1[CH:51]=[CH:50][C:49]([C:52]#[N:53])=[CH:48][N:47]=1)=[O:44], predict the reaction product. The product is: [CH3:1][N:2]([CH3:3])[CH2:4][CH2:5][O:6][C:19](=[O:22])[NH:30][CH2:31][CH2:32][CH2:33][O:34][C:35]1[CH:40]=[CH:39][C:38]([Cl:41])=[CH:37][C:36]=1[NH:42][C:43]([NH:45][C:46]1[CH:51]=[CH:50][C:49]([C:52]#[N:53])=[CH:48][N:47]=1)=[O:44].